Dataset: Forward reaction prediction with 1.9M reactions from USPTO patents (1976-2016). Task: Predict the product of the given reaction. (1) Given the reactants C(Cl)(=O)C(Cl)=O.[I:7][C:8]1[C:9]([C:22]([OH:24])=O)=[N:10][N:11]([CH2:13][C:14]2[CH:19]=[CH:18][C:17]([O:20][CH3:21])=[CH:16][CH:15]=2)[CH:12]=1.[I:25][C:26]1[CH:27]=[N:28][N:29]([CH2:34][C:35]2[CH:40]=[CH:39][C:38]([O:41][CH3:42])=[CH:37][CH:36]=2)[C:30]=1[C:31]([OH:33])=O.Cl.[CH3:44][NH:45][O:46][CH3:47].CCN(CC)CC, predict the reaction product. The product is: [I:7][C:8]1[C:9]([C:22]([N:45]([O:46][CH3:47])[CH3:44])=[O:24])=[N:10][N:11]([CH2:13][C:14]2[CH:15]=[CH:16][C:17]([O:20][CH3:21])=[CH:18][CH:19]=2)[CH:12]=1.[I:25][C:26]1[CH:27]=[N:28][N:29]([CH2:34][C:35]2[CH:40]=[CH:39][C:38]([O:41][CH3:42])=[CH:37][CH:36]=2)[C:30]=1[C:31]([N:45]([O:46][CH3:47])[CH3:44])=[O:33]. (2) The product is: [CH2:11]([O:10][C:4]1[CH:3]=[C:2]([C:27]([C:29]2[CH:30]=[C:31]3[C:36](=[CH:37][CH:38]=2)[N:35]=[CH:34][CH:33]=[CH:32]3)=[O:28])[CH:7]=[CH:6][C:5]=1[O:8][CH3:9])[CH3:12]. Given the reactants Br[C:2]1[CH:7]=[CH:6][C:5]([O:8][CH3:9])=[C:4]([O:10][CH2:11][CH3:12])[CH:3]=1.C([Li])CCC.CCCCCC.CON(C)[C:27]([C:29]1[CH:30]=[C:31]2[C:36](=[CH:37][CH:38]=1)[N:35]=[CH:34][CH:33]=[CH:32]2)=[O:28], predict the reaction product. (3) Given the reactants [CH3:1][C@H:2]1[CH2:7][N:6]([CH2:8][C:9]2[CH:14]=[CH:13][C:12]([N:15]([CH3:31])[C:16]([C:18]3[N:23]=[CH:22][C:21]([C:24]4[CH:29]=[CH:28][N:27]=[C:26]([CH3:30])[CH:25]=4)=[CH:20][CH:19]=3)=[O:17])=[CH:11][CH:10]=2)[CH2:5][CH2:4][N:3]1C(OC(C)(C)C)=O.FC1C=C(C2N=CC(C(N(C)C3C=CC(CN4CCN[C@@H](C)C4)=CC=3)=O)=CC=2)C=CC=1, predict the reaction product. The product is: [CH3:31][N:15]([C:12]1[CH:11]=[CH:10][C:9]([CH2:8][N:6]2[CH2:5][CH2:4][NH:3][C@@H:2]([CH3:1])[CH2:7]2)=[CH:14][CH:13]=1)[C:16]([C:18]1[N:23]=[CH:22][C:21]([C:24]2[CH:29]=[CH:28][N:27]=[C:26]([CH3:30])[CH:25]=2)=[CH:20][CH:19]=1)=[O:17]. (4) The product is: [F:11][CH:10]([F:12])[O:9][C:4]1[CH:3]=[C:2]([NH:23][CH2:22][CH2:21][C:18]2[CH:17]=[CH:16][C:15]([C:14]([F:25])([F:13])[F:24])=[CH:20][N:19]=2)[CH:7]=[CH:6][C:5]=1[CH3:8]. Given the reactants I[C:2]1[CH:7]=[CH:6][C:5]([CH3:8])=[C:4]([O:9][CH:10]([F:12])[F:11])[CH:3]=1.[F:13][C:14]([F:25])([F:24])[C:15]1[CH:16]=[CH:17][C:18]([CH2:21][CH2:22][NH2:23])=[N:19][CH:20]=1, predict the reaction product. (5) Given the reactants [F:1][C:2]1[C:7]([O:8][CH3:9])=[CH:6][C:5]([O:10][CH3:11])=[C:4]([F:12])[C:3]=1[C:13]1[N:18]=[C:17]2[NH:19][N:20]=[C:21](I)[C:16]2=[CH:15][N:14]=1.[CH3:23][N:24]([CH3:45])[C:25]([CH:27]1[CH2:31][C:30]2[CH:32]=[C:33](B3OC(C)(C)C(C)(C)O3)[CH:34]=[CH:35][C:29]=2[O:28]1)=[O:26].ClCCl.P([O-])([O-])([O-])=O.[K+].[K+].[K+], predict the reaction product. The product is: [F:1][C:2]1[C:7]([O:8][CH3:9])=[CH:6][C:5]([O:10][CH3:11])=[C:4]([F:12])[C:3]=1[C:13]1[N:18]=[C:17]2[NH:19][N:20]=[C:21]([C:33]3[CH:34]=[CH:35][C:29]4[O:28][CH:27]([C:25]([N:24]([CH3:23])[CH3:45])=[O:26])[CH2:31][C:30]=4[CH:32]=3)[C:16]2=[CH:15][N:14]=1. (6) Given the reactants [NH2:1][CH:2]1[CH2:7][CH2:6][N:5]([CH2:8][CH:9]2[CH2:18][CH2:17][C:16]3[C:11]4=[C:12]([CH:20]=[CH:21][C:22](=[O:23])[N:10]24)[CH:13]=[CH:14][C:15]=3[F:19])[CH2:4][CH2:3]1.[N:24]1[C:29]2[O:30][CH2:31][CH2:32][S:33][C:28]=2[CH:27]=[C:26]([CH:34]=O)[N:25]=1.C(Cl)(Cl)[Cl:37], predict the reaction product. The product is: [NH3:1].[CH3:22][OH:23].[ClH:37].[ClH:37].[N:24]1[C:29]2[O:30][CH2:31][CH2:32][S:33][C:28]=2[CH:27]=[C:26]([CH2:34][NH:1][CH:2]2[CH2:7][CH2:6][N:5]([CH2:8][CH:9]3[CH2:18][CH2:17][C:16]4[C:11]5=[C:12]([CH:20]=[CH:21][C:22](=[O:23])[N:10]35)[CH:13]=[CH:14][C:15]=4[F:19])[CH2:4][CH2:3]2)[N:25]=1. (7) Given the reactants [CH3:1][C:2]1[N:3]([CH2:21][C@@H:22]2[CH2:26][CH2:25][CH2:24][O:23]2)[C:4]([C:10]2[CH:15]=[CH:14][CH:13]=[CH:12][C:11]=2[O:16][C:17]([F:20])([F:19])[F:18])=[CH:5][C:6]=1[C:7](O)=[O:8].CN(C(O[N:35]1N=N[C:37]2[CH:38]=[CH:39][CH:40]=[CH:41][C:36]1=2)=[N+](C)C)C.[B-](F)(F)(F)F.C(N(CC)C(C)C)(C)C.C1(N)CCCCC1, predict the reaction product. The product is: [CH:36]1([NH:35][C:7]([C:6]2[CH:5]=[C:4]([C:10]3[CH:15]=[CH:14][CH:13]=[CH:12][C:11]=3[O:16][C:17]([F:18])([F:19])[F:20])[N:3]([CH2:21][C@@H:22]3[CH2:26][CH2:25][CH2:24][O:23]3)[C:2]=2[CH3:1])=[O:8])[CH2:41][CH2:40][CH2:39][CH2:38][CH2:37]1.